From a dataset of Forward reaction prediction with 1.9M reactions from USPTO patents (1976-2016). Predict the product of the given reaction. (1) Given the reactants [O:1]1[C:5]2([CH2:10][CH2:9][CH:8]([OH:11])[CH2:7][CH2:6]2)[O:4][CH2:3][CH2:2]1.Cl[C:13]1[CH:18]=[C:17]([C:19]([OH:22])([CH3:21])[CH3:20])[CH:16]=[C:15]([C:23]([F:26])([F:25])[F:24])[N:14]=1.[H-].[Na+], predict the reaction product. The product is: [O:1]1[C:5]2([CH2:10][CH2:9][CH:8]([O:11][C:13]3[CH:18]=[C:17]([C:19]([OH:22])([CH3:21])[CH3:20])[CH:16]=[C:15]([C:23]([F:24])([F:26])[F:25])[N:14]=3)[CH2:7][CH2:6]2)[O:4][CH2:3][CH2:2]1. (2) Given the reactants [CH3:1][N:2]1[N:6]=[N:5][C:4]([CH2:7][NH2:8])=[N:3]1.[Cl:9][C:10]1[CH:11]=[C:12]([CH:17]([N:19]2[CH2:24][CH2:23][O:22][C@@H:21]([CH2:25][NH:26][C:27](=O)[O:28]C3C=CC([N+]([O-])=O)=CC=3)[CH2:20]2)[CH3:18])[CH:13]=[CH:14][C:15]=1[Cl:16], predict the reaction product. The product is: [Cl:9][C:10]1[CH:11]=[C:12]([CH:17]([N:19]2[CH2:24][CH2:23][O:22][C@@H:21]([CH2:25][NH:26][C:27]([NH:8][CH2:7][C:4]3[N:5]=[N:6][N:2]([CH3:1])[N:3]=3)=[O:28])[CH2:20]2)[CH3:18])[CH:13]=[CH:14][C:15]=1[Cl:16]. (3) Given the reactants Br[C:2]1[CH:7]=[CH:6][C:5]([O:8][CH:9]([F:11])[F:10])=[CH:4][CH:3]=1.[CH3:12][C:13]1([CH3:29])[C:17]([CH3:19])([CH3:18])[O:16][B:15]([B:15]2[O:16][C:17]([CH3:19])([CH3:18])[C:13]([CH3:29])([CH3:12])[O:14]2)[O:14]1.C([O-])(=O)C.[K+], predict the reaction product. The product is: [F:10][CH:9]([F:11])[O:8][C:5]1[CH:6]=[CH:7][C:2]([B:15]2[O:16][C:17]([CH3:19])([CH3:18])[C:13]([CH3:29])([CH3:12])[O:14]2)=[CH:3][CH:4]=1. (4) Given the reactants Cl.[NH2:2][C@H:3]1[CH2:8][CH2:7][CH2:6][CH2:5][C@H:4]1[OH:9].[C:21]([O:20][C:18](O[C:18]([O:20][C:21]([CH3:24])([CH3:23])[CH3:22])=[O:19])=[O:19])([CH3:24])([CH3:23])[CH3:22].Br[CH2:26][CH:27]1[CH2:29][CH2:28]1, predict the reaction product. The product is: [CH:27]1([CH2:26][O:9][C@H:4]2[CH2:5][CH2:6][CH2:7][CH2:8][C@H:3]2[NH:2][C:18](=[O:19])[O:20][C:21]([CH3:22])([CH3:23])[CH3:24])[CH2:29][CH2:28]1. (5) Given the reactants [CH3:1][O:2][C:3]([C:5]1[C@@H:6]2[N:20]([C:21]([O:23][C:24]([CH3:27])([CH3:26])[CH3:25])=[O:22])[C@H:9]([CH2:10][C:11]=1OS(C(F)(F)F)(=O)=O)[CH2:8][CH2:7]2)=[O:4].[OH:28][C:29]1[CH:34]=[CH:33][C:32](B(O)O)=[CH:31][CH:30]=1.C([O-])([O-])=O.[Na+].[Na+], predict the reaction product. The product is: [CH3:1][O:2][C:3]([C:5]1[C@@H:6]2[N:20]([C:21]([O:23][C:24]([CH3:27])([CH3:26])[CH3:25])=[O:22])[C@H:9]([CH2:10][C:11]=1[C:32]1[CH:33]=[CH:34][C:29]([OH:28])=[CH:30][CH:31]=1)[CH2:8][CH2:7]2)=[O:4]. (6) Given the reactants Cl.Cl[CH2:3][CH2:4][N:5]1[CH2:10][CH2:9][O:8][CH2:7][CH2:6]1.C(=O)([O-])[O-].[K+].[K+].[OH:17][C:18]1[CH:19]=[CH:20][C:21]2[N:43]([CH:44]=1)[C:24]1[N:25]([C:34]3[CH:39]=[CH:38][C:37]([N+:40]([O-:42])=[O:41])=[CH:36][CH:35]=3)[C:26](=[O:33])[C:27]3[C:32]([C:23]=1[N:22]=2)=[CH:31][CH:30]=[CH:29][CH:28]=3, predict the reaction product. The product is: [N:5]1([CH2:4][CH2:3][O:17][C:18]2[CH:19]=[CH:20][C:21]3[N:43]([CH:44]=2)[C:24]2[N:25]([C:34]4[CH:39]=[CH:38][C:37]([N+:40]([O-:42])=[O:41])=[CH:36][CH:35]=4)[C:26](=[O:33])[C:27]4[C:32]([C:23]=2[N:22]=3)=[CH:31][CH:30]=[CH:29][CH:28]=4)[CH2:10][CH2:9][O:8][CH2:7][CH2:6]1.